From a dataset of TCR-epitope binding with 47,182 pairs between 192 epitopes and 23,139 TCRs. Binary Classification. Given a T-cell receptor sequence (or CDR3 region) and an epitope sequence, predict whether binding occurs between them. (1) The epitope is IPRRNVATL. The TCR CDR3 sequence is CASSLMGGEDEQYF. Result: 0 (the TCR does not bind to the epitope). (2) The epitope is FVDGVPFVV. The TCR CDR3 sequence is CASSLWTDSSGANVLTF. Result: 1 (the TCR binds to the epitope). (3) The epitope is AMFWSVPTV. The TCR CDR3 sequence is CASSFTWGLNTEAFF. Result: 1 (the TCR binds to the epitope). (4) The epitope is TLIGDCATV. The TCR CDR3 sequence is CASSFSVNTEAFF. Result: 0 (the TCR does not bind to the epitope). (5) The epitope is ELAGIGILTV. The TCR CDR3 sequence is CASSYLIATTFNSPLHF. Result: 1 (the TCR binds to the epitope). (6) The epitope is FLYNLLTRV. The TCR CDR3 sequence is CASSSFRDGGTDTQYF. Result: 0 (the TCR does not bind to the epitope). (7) The epitope is KAYNVTQAF. The TCR CDR3 sequence is CASSPRTGAQEGYGYTF. Result: 1 (the TCR binds to the epitope).